Dataset: Full USPTO retrosynthesis dataset with 1.9M reactions from patents (1976-2016). Task: Predict the reactants needed to synthesize the given product. (1) Given the product [CH2:1]1[C:13]2[NH:12][C:11]3[C:6](=[CH:7][CH:8]=[CH:9][CH:10]=3)[C:5]=2[CH2:4][CH2:3][CH:2]1[NH2:14], predict the reactants needed to synthesize it. The reactants are: [CH2:1]1[C:13]2[NH:12][C:11]3[C:6](=[CH:7][CH:8]=[CH:9][CH:10]=3)[C:5]=2[CH2:4][CH2:3][C:2]1=[N:14]O.[OH-].[Na+]. (2) Given the product [CH:34]1([S:31]([C:26]2[CH:27]=[CH:28][CH:29]=[CH:30][C:25]=2[C:6]2[CH:5]=[CH:4][C:3]([C:17]3[N:18]=[CH:19][C:20]([NH2:23])=[N:21][CH:22]=3)=[C:2]([F:1])[CH:7]=2)(=[O:32])=[O:33])[CH2:37][CH2:36][CH2:35]1, predict the reactants needed to synthesize it. The reactants are: [F:1][C:2]1[CH:7]=[C:6](B2OC(C)(C)C(C)(C)O2)[CH:5]=[CH:4][C:3]=1[C:17]1[N:18]=[CH:19][C:20]([NH2:23])=[N:21][CH:22]=1.Br[C:25]1[CH:30]=[CH:29][CH:28]=[CH:27][C:26]=1[S:31]([CH:34]1[CH2:37][CH2:36][CH2:35]1)(=[O:33])=[O:32]. (3) Given the product [CH2:1]([N:8]1[C:13](=[O:14])[C:12]2[CH2:15][CH2:16][CH2:17][C:11]=2[N:10]=[C:9]1[CH:18]([Br:21])[CH2:19][CH3:20])[C:2]1[CH:3]=[CH:4][CH:5]=[CH:6][CH:7]=1, predict the reactants needed to synthesize it. The reactants are: [CH2:1]([N:8]1[C:13](=[O:14])[C:12]2[CH2:15][CH2:16][CH2:17][C:11]=2[N:10]=[C:9]1[CH2:18][CH2:19][CH3:20])[C:2]1[CH:7]=[CH:6][CH:5]=[CH:4][CH:3]=1.[Br:21]Br. (4) Given the product [CH3:23][N:4]=[S:2]([C:5]1[CH:6]=[CH:7][C:8]([CH2:9][N:10]2[C:18](=[O:19])[C:17]3[C:12](=[CH:13][CH:14]=[CH:15][CH:16]=3)[C:11]2=[O:20])=[CH:21][CH:22]=1)([CH3:1])=[O:3], predict the reactants needed to synthesize it. The reactants are: [CH3:1][S:2]([C:5]1[CH:22]=[CH:21][C:8]([CH2:9][N:10]2[C:18](=[O:19])[C:17]3[C:12](=[CH:13][CH:14]=[CH:15][CH:16]=3)[C:11]2=[O:20])=[CH:7][CH:6]=1)(=[NH:4])=[O:3].[CH2:23]=O. (5) Given the product [OH:16][C:12]1[C:13](=[O:15])[NH:14][C:9](/[CH:8]=[CH:7]/[C:1]2[CH:2]=[CH:3][CH:4]=[CH:5][CH:6]=2)=[N:10][CH:11]=1, predict the reactants needed to synthesize it. The reactants are: [C:1]1(/[CH:7]=[CH:8]/[C:9]2[NH:14][C:13](=[O:15])[C:12]([O:16]C3CCCCO3)=[CH:11][N:10]=2)[CH:6]=[CH:5][CH:4]=[CH:3][CH:2]=1.C(=O)([O-])O.[Na+]. (6) Given the product [Cl:34][C:35]1[C:42]([NH:43][C:44]2[N:48]([CH3:49])[C:47]3[CH:50]=[C:51]([N:55]4[CH2:60][CH2:59][CH2:58][CH:57]([C:61]([F:64])([F:63])[F:62])[CH2:56]4)[C:52]([Cl:54])=[CH:53][C:46]=3[N:45]=2)=[C:41]([Cl:65])[CH:40]=[CH:39][C:36]=1[CH2:37][NH:38][C:29]([C:25]1([C:24]([F:23])([F:33])[F:32])[CH2:26][CH2:27][CH2:28]1)=[O:31], predict the reactants needed to synthesize it. The reactants are: CN(C(ON1N=NC2C=CC=CC1=2)=[N+](C)C)C.[B-](F)(F)(F)F.[F:23][C:24]([F:33])([F:32])[C:25]1([C:29]([OH:31])=O)[CH2:28][CH2:27][CH2:26]1.[Cl:34][C:35]1[C:42]([NH:43][C:44]2[N:48]([CH3:49])[C:47]3[CH:50]=[C:51]([N:55]4[CH2:60][CH2:59][CH2:58][CH:57]([C:61]([F:64])([F:63])[F:62])[CH2:56]4)[C:52]([Cl:54])=[CH:53][C:46]=3[N:45]=2)=[C:41]([Cl:65])[CH:40]=[CH:39][C:36]=1[CH2:37][NH2:38]. (7) Given the product [OH:39][NH:40][C:3](=[O:2])[CH2:4][C@@H:5]([CH2:18][CH2:19][CH2:20][CH3:21])[C:6]([N:8]1[CH2:12][CH2:11][CH2:10][C@H:9]1[C:13]([NH2:56])=[O:14])=[O:7].[CH3:1][O:2][C:3](=[O:22])[CH2:4][C@@H:5]([CH2:18][CH2:19][CH2:20][CH3:21])[C:6]([N:8]1[CH2:12][CH2:11][CH2:10][C@H:9]1[C:13]([NH2:25])=[O:14])=[O:7], predict the reactants needed to synthesize it. The reactants are: [CH3:1][O:2][C:3](=[O:22])[CH2:4][C@@H:5]([CH2:18][CH2:19][CH2:20][CH3:21])[C:6]([N:8]1[CH2:12][CH2:11][CH2:10][C@H:9]1[C:13](C(O)=O)=[O:14])=[O:7].CC[N:25](C(C)C)C(C)C.CN(C([O:39][N:40]1N=NC2C=CC=NC1=2)=[N+](C)C)C.F[P-](F)(F)(F)(F)F.[NH2:56]O.C([O-])(=O)CCC([O-])=O. (8) Given the product [OH:2][CH2:3][C:4]1[CH:9]=[CH:8][C:7]([S:10]([NH:11][C:12]2[CH:17]=[CH:16][C:15]([N+:18]([O-:20])=[O:19])=[C:14]([C:21]([F:24])([F:22])[F:23])[CH:13]=2)(=[O:26])=[O:25])=[CH:6][CH:5]=1, predict the reactants needed to synthesize it. The reactants are: C[O:2][C:3](=O)[C:4]1[CH:9]=[CH:8][C:7]([S:10](=[O:26])(=[O:25])[NH:11][C:12]2[CH:17]=[CH:16][C:15]([N+:18]([O-:20])=[O:19])=[C:14]([C:21]([F:24])([F:23])[F:22])[CH:13]=2)=[CH:6][CH:5]=1.